From a dataset of Catalyst prediction with 721,799 reactions and 888 catalyst types from USPTO. Predict which catalyst facilitates the given reaction. (1) Reactant: [Al+3].[Cl-].[Cl-].[Cl-].[C:5](Cl)([CH3:7])=[O:6].[C:9]([O:12][CH2:13][C:14]([NH:34][C:35](=[O:37])[CH3:36])([CH2:20][CH2:21][C:22]1[CH:27]=[CH:26][C:25]([C:28]2[CH:33]=[CH:32][CH:31]=[CH:30][CH:29]=2)=[CH:24][CH:23]=1)[CH2:15][O:16][C:17](=[O:19])[CH3:18])(=[O:11])[CH3:10]. Product: [C:17]([O:16][CH2:15][C:14]([NH:34][C:35](=[O:37])[CH3:36])([CH2:20][CH2:21][C:22]1[CH:23]=[CH:24][C:25]([C:28]2[CH:33]=[CH:32][C:31]([C:5](=[O:6])[CH3:7])=[CH:30][CH:29]=2)=[CH:26][CH:27]=1)[CH2:13][O:12][C:9](=[O:11])[CH3:10])(=[O:19])[CH3:18]. The catalyst class is: 26. (2) Reactant: C[O:2][C:3]([C:5]1[S:6][C:7]([C:27]#[C:28][C:29]([CH3:32])([CH3:31])[CH3:30])=[CH:8][C:9]=1[N:10]1[C@H:15]([CH:16]2[CH2:21][CH2:20][CH2:19][CH2:18][CH2:17]2)[CH2:14][O:13][C@@:12]([CH2:23][CH:24]=[CH2:25])([CH3:22])[C:11]1=[O:26])=[O:4].B1C2CCCC1CCC2.[OH-:42].[Na+].OO. Product: [CH:16]1([C@H:15]2[N:10]([C:9]3[CH:8]=[C:7]([C:27]#[C:28][C:29]([CH3:32])([CH3:30])[CH3:31])[S:6][C:5]=3[C:3]([OH:2])=[O:4])[C:11](=[O:26])[C@:12]([CH2:23][CH2:24][CH2:25][OH:42])([CH3:22])[O:13][CH2:14]2)[CH2:17][CH2:18][CH2:19][CH2:20][CH2:21]1. The catalyst class is: 242. (3) Reactant: [Cl:1][C:2]1[N:3]=[C:4](Cl)[C:5]2[N:10]=[N:9][N:8]([CH2:11][C:12]3[CH:17]=[CH:16][C:15]([O:18][CH3:19])=[CH:14][CH:13]=3)[C:6]=2[N:7]=1.CC[N:23]([CH:27]([CH3:29])C)[CH:24]([CH3:26])C.[OH2:30]. Product: [Cl:1][C:2]1[N:3]=[C:4]([N:23]2[CH2:24][CH2:26][C@H:29]([OH:30])[CH2:27]2)[C:5]2[N:10]=[N:9][N:8]([CH2:11][C:12]3[CH:17]=[CH:16][C:15]([O:18][CH3:19])=[CH:14][CH:13]=3)[C:6]=2[N:7]=1. The catalyst class is: 2. (4) Reactant: [NH2:1][C:2]1[N:3]=[CH:4][C:5]([C:17]2[CH:22]=[CH:21][C:20]([CH2:23][CH2:24][CH2:25][N:26]([CH2:34][CH2:35][CH2:36][O:37][CH3:38])C(=O)OC(C)(C)C)=[CH:19][CH:18]=2)=[N:6][C:7]=1[C:8](=[O:16])[NH:9][C:10]1[CH:11]=[N:12][CH:13]=[CH:14][CH:15]=1.Cl.[OH-].[Na+]. Product: [NH2:1][C:2]1[C:7]([C:8]([NH:9][C:10]2[CH:11]=[N:12][CH:13]=[CH:14][CH:15]=2)=[O:16])=[N:6][C:5]([C:17]2[CH:18]=[CH:19][C:20]([CH2:23][CH2:24][CH2:25][NH:26][CH2:34][CH2:35][CH2:36][O:37][CH3:38])=[CH:21][CH:22]=2)=[CH:4][N:3]=1. The catalyst class is: 161. (5) Reactant: [O:1]1[CH2:5][CH2:4][O:3][CH:2]1[CH2:6][NH2:7].Cl[CH2:9][C:10]1[N:11]=[C:12]2[CH:17]=[C:16]([C:18]([F:21])([F:20])[F:19])[CH:15]=[CH:14][N:13]2[CH:22]=1. Product: [O:1]1[CH2:5][CH2:4][O:3][CH:2]1[CH2:6][NH:7][CH2:9][C:10]1[N:11]=[C:12]2[CH:17]=[C:16]([C:18]([F:21])([F:19])[F:20])[CH:15]=[CH:14][N:13]2[CH:22]=1. The catalyst class is: 2. (6) Reactant: [F:1][C:2]1[C:7]2[O:8][CH2:9][C:10]3([CH2:15][CH2:14][N:13]([CH2:16][CH2:17][C:18]([O:20][C:21]([CH3:24])([CH3:23])[CH3:22])=[O:19])[CH2:12][CH2:11]3)[C:6]=2[CH:5]=[CH:4][C:3]=1[OH:25].Br[CH2:27][CH2:28][CH2:29][CH2:30][CH2:31][CH3:32].C([O-])([O-])=O.[K+].[K+]. Product: [F:1][C:2]1[C:7]2[O:8][CH2:9][C:10]3([CH2:15][CH2:14][N:13]([CH2:16][CH2:17][C:18]([O:20][C:21]([CH3:22])([CH3:24])[CH3:23])=[O:19])[CH2:12][CH2:11]3)[C:6]=2[CH:5]=[CH:4][C:3]=1[O:25][CH2:27][CH2:28][CH2:29][CH2:30][CH2:31][CH3:32]. The catalyst class is: 23.